Dataset: Full USPTO retrosynthesis dataset with 1.9M reactions from patents (1976-2016). Task: Predict the reactants needed to synthesize the given product. (1) The reactants are: [Br:1][C:2]1[CH:3]=[CH:4][C:5]([F:9])=[C:6]([CH:8]=1)N.Cl.S([O-])([O-])=O.[Na+].[Na+].[I-:17].[K+]. Given the product [Br:1][C:2]1[CH:3]=[CH:4][C:5]([F:9])=[C:6]([I:17])[CH:8]=1, predict the reactants needed to synthesize it. (2) Given the product [F:45][C:46]([F:51])([F:50])[C:47]([OH:49])=[O:48].[Cl:22][C:20]1[C:19]([O:23][C:24]2[CH:25]=[N:26][C:27]([C:36]3[CH:41]=[CH:40][CH:39]=[CH:38][C:37]=3[F:42])=[CH:28][C:29]=2[C:30]2[CH:31]=[N:32][N:33]([CH3:35])[CH:34]=2)=[CH:18][C:17]([F:43])=[C:16]([S:13]([NH:7][C:8]2[N:9]=[CH:10][S:11][CH:12]=2)(=[O:14])=[O:15])[CH:21]=1, predict the reactants needed to synthesize it. The reactants are: C(OC(=O)[N:7]([S:13]([C:16]1[CH:21]=[C:20]([Cl:22])[C:19]([O:23][C:24]2[CH:25]=[N:26][C:27]([C:36]3[CH:41]=[CH:40][CH:39]=[CH:38][C:37]=3[F:42])=[CH:28][C:29]=2[C:30]2[CH:31]=[N:32][N:33]([CH3:35])[CH:34]=2)=[CH:18][C:17]=1[F:43])(=[O:15])=[O:14])[C:8]1[N:9]=[CH:10][S:11][CH:12]=1)(C)(C)C.[F:45][C:46]([F:51])([F:50])[C:47]([OH:49])=[O:48].